Predict which catalyst facilitates the given reaction. From a dataset of Catalyst prediction with 721,799 reactions and 888 catalyst types from USPTO. (1) Reactant: [C:1]([C:4]1[CH:5]=[C:6]2[C:10](=[CH:11][CH:12]=1)[NH:9][C:8](=[O:13])[C:7]2=[C:14]([N:21](OC)[CH2:22][C:23]([OH:25])=[O:24])[C:15]1[CH:20]=[CH:19][CH:18]=[CH:17][CH:16]=1)(=[O:3])[CH3:2].CO.Cl. Product: [C:1]([C:4]1[CH:5]=[C:6]2[C:10](=[CH:11][CH:12]=1)[NH:9][C:8](=[O:13])[C:7]2=[C:14]([NH:21][CH2:22][C:23]([OH:25])=[O:24])[C:15]1[CH:20]=[CH:19][CH:18]=[CH:17][CH:16]=1)(=[O:3])[CH3:2]. The catalyst class is: 74. (2) Reactant: [OH:1][C:2]1[CH:7]=[CH:6][C:5]([S:8][C:9]2[CH:14]=[CH:13][C:12]([C:15](=[O:17])[CH3:16])=[CH:11][CH:10]=2)=[CH:4][CH:3]=1.[OH:18]O.O. Product: [OH:1][C:2]1[CH:7]=[CH:6][C:5]([S:8]([C:9]2[CH:14]=[CH:13][C:12]([C:15](=[O:17])[CH3:16])=[CH:11][CH:10]=2)=[O:18])=[CH:4][CH:3]=1. The catalyst class is: 52. (3) Reactant: [NH:1]1[CH2:6][CH2:5][CH:4]([N:7]2[CH2:10][C:9]([CH2:33][C:34]#[N:35])([N:11]3[CH:15]=[C:14]([C:16]4[C:17]5[CH:24]=[CH:23][N:22](COCC[Si](C)(C)C)[C:18]=5[N:19]=[CH:20][N:21]=4)[CH:13]=[N:12]3)[CH2:8]2)[CH2:3][CH2:2]1.C(N(CC)C(C)C)(C)C.[N:45]([CH:48]([CH3:50])[CH3:49])=[C:46]=[O:47].C(O)(C(F)(F)F)=O. Product: [C:34]([CH2:33][C:9]1([N:11]2[CH:15]=[C:14]([C:16]3[C:17]4[CH:24]=[CH:23][NH:22][C:18]=4[N:19]=[CH:20][N:21]=3)[CH:13]=[N:12]2)[CH2:10][N:7]([CH:4]2[CH2:3][CH2:2][N:1]([C:46]([NH:45][CH:48]([CH3:50])[CH3:49])=[O:47])[CH2:6][CH2:5]2)[CH2:8]1)#[N:35]. The catalyst class is: 2.